From a dataset of Reaction yield outcomes from USPTO patents with 853,638 reactions. Predict the reaction yield, written as a fraction of the theoretical maximum amount of product (1.0 means a 100% yield; for example, 0.34 means a 34% yield). The reactants are [OH-].[Na+].[Br:3][C:4]1[CH:9]=[CH:8][C:7]([C:10]2[C:15]([C@H:16]([O:21][C:22]([CH3:25])([CH3:24])[CH3:23])[C:17]([O:19]C)=[O:18])=[C:14]([CH3:26])[N:13]=[C:12]3[S:27][C:28]4[CH2:33][CH2:32][CH2:31][CH2:30][C:29]=4[C:11]=23)=[CH:6][CH:5]=1. No catalyst specified. The product is [Br:3][C:4]1[CH:5]=[CH:6][C:7]([C:10]2[C:15]([C@H:16]([O:21][C:22]([CH3:24])([CH3:23])[CH3:25])[C:17]([OH:19])=[O:18])=[C:14]([CH3:26])[N:13]=[C:12]3[S:27][C:28]4[CH2:33][CH2:32][CH2:31][CH2:30][C:29]=4[C:11]=23)=[CH:8][CH:9]=1. The yield is 0.340.